From a dataset of Peptide-MHC class I binding affinity with 185,985 pairs from IEDB/IMGT. Regression. Given a peptide amino acid sequence and an MHC pseudo amino acid sequence, predict their binding affinity value. This is MHC class I binding data. (1) The MHC is HLA-A25:01 with pseudo-sequence HLA-A25:01. The peptide sequence is YLHIHPFKI. The binding affinity (normalized) is 0.0847. (2) The peptide sequence is FPLTQRDVL. The MHC is HLA-A69:01 with pseudo-sequence HLA-A69:01. The binding affinity (normalized) is 0.392.